Dataset: Reaction yield outcomes from USPTO patents with 853,638 reactions. Task: Predict the reaction yield, written as a fraction of the theoretical maximum amount of product (1.0 means a 100% yield; for example, 0.34 means a 34% yield). (1) The reactants are [N+:1]([C:4]1[CH:9]=[CH:8][C:7]([S:10]([N:13]2[CH2:18][CH2:17][CH:16]([N:19]3[CH2:24][CH2:23][CH:22]([CH2:25][CH2:26][OH:27])[CH2:21][CH2:20]3)[CH2:15][CH2:14]2)(=[O:12])=[O:11])=[CH:6][CH:5]=1)([O-])=O. The catalyst is [Pd].CO. The product is [NH2:1][C:4]1[CH:5]=[CH:6][C:7]([S:10]([N:13]2[CH2:18][CH2:17][CH:16]([N:19]3[CH2:24][CH2:23][CH:22]([CH2:25][CH2:26][OH:27])[CH2:21][CH2:20]3)[CH2:15][CH2:14]2)(=[O:12])=[O:11])=[CH:8][CH:9]=1. The yield is 0.880. (2) The reactants are [C:1]1(B(O)O)[CH:6]=[CH:5][CH:4]=[CH:3][CH:2]=1.[CH2:10]([O:17][C:18]1[C:19]2[C:20]3[N:30]=[C:29](Br)[CH:28]=[C:27]([C:32]([O:34][CH3:35])=[O:33])[C:21]=3[NH:22][C:23]=2[CH:24]=[CH:25][CH:26]=1)[C:11]1[CH:16]=[CH:15][CH:14]=[CH:13][CH:12]=1.[O-]P([O-])([O-])=O.[K+].[K+].[K+].C1(P(C2CCCCC2)C2C=CC=CC=2C2C(C(C)C)=CC(C(C)C)=CC=2C(C)C)CCCCC1. The catalyst is CC([O-])=O.CC([O-])=O.[Pd+2]. The product is [CH2:10]([O:17][C:18]1[C:19]2[C:20]3[N:30]=[C:29]([C:1]4[CH:6]=[CH:5][CH:4]=[CH:3][CH:2]=4)[CH:28]=[C:27]([C:32]([O:34][CH3:35])=[O:33])[C:21]=3[NH:22][C:23]=2[CH:24]=[CH:25][CH:26]=1)[C:11]1[CH:16]=[CH:15][CH:14]=[CH:13][CH:12]=1. The yield is 0.940. (3) The reactants are C(OC(=O)[NH:10][CH2:11][CH2:12][CH2:13][CH2:14][C:15]1[CH:20]=[CH:19][C:18]([O:21][CH2:22][C:23](=[O:29])[NH:24][CH2:25][C:26](=[O:28])[NH2:27])=[CH:17][CH:16]=1)C1C=CC=CC=1. The catalyst is CCO.C1COCC1. The product is [NH2:10][CH2:11][CH2:12][CH2:13][CH2:14][C:15]1[CH:20]=[CH:19][C:18]([O:21][CH2:22][C:23]([NH:24][CH2:25][C:26](=[O:28])[NH2:27])=[O:29])=[CH:17][CH:16]=1. The yield is 0.910.